From a dataset of Catalyst prediction with 721,799 reactions and 888 catalyst types from USPTO. Predict which catalyst facilitates the given reaction. (1) Reactant: [NH2:1][C:2]1[CH:7]=[CH:6][C:5]([Br:8])=[CH:4][C:3]=1[C:9]([C:11]1[CH:16]=[CH:15][CH:14]=[CH:13][CH:12]=1)=O.[F:17][C:18]([F:26])([F:25])[C:19](=[O:24])[CH2:20][C:21](=O)[CH3:22]. Product: [Br:8][C:5]1[CH:4]=[C:3]2[C:2](=[CH:7][CH:6]=1)[N:1]=[C:21]([CH3:22])[C:20]([C:19](=[O:24])[C:18]([F:26])([F:25])[F:17])=[C:9]2[C:11]1[CH:16]=[CH:15][CH:14]=[CH:13][CH:12]=1. The catalyst class is: 644. (2) Reactant: Cl[C:2]1[N:11]=[C:10]([Cl:12])[CH:9]=[C:8]([C:13]#[N:14])[C:3]=1[C:4]([O:6][CH3:7])=[O:5].[NH:15]1[C:23]2[C:18](=[CH:19][CH:20]=[C:21]([NH2:24])[CH:22]=2)[CH:17]=[N:16]1.CCN(CC)CC.O. Product: [NH:15]1[C:23]2[C:18](=[CH:19][CH:20]=[C:21]([NH:24][C:2]3[N:11]=[C:10]([Cl:12])[CH:9]=[C:8]([C:13]#[N:14])[C:3]=3[C:4]([O:6][CH3:7])=[O:5])[CH:22]=2)[CH:17]=[N:16]1. The catalyst class is: 49.